Dataset: Forward reaction prediction with 1.9M reactions from USPTO patents (1976-2016). Task: Predict the product of the given reaction. (1) Given the reactants [CH3:1][N:2]([C:6]1[CH:11]=[CH:10][C:9]2[O:12][CH2:13][O:14][C:8]=2[CH:7]=1)[C:3]([NH2:5])=[O:4].[CH:15](=O)[C:16]1[CH:21]=[CH:20][CH:19]=[CH:18][CH:17]=1.CS(O)(=O)=O.C1(C)C=CC=CC=1, predict the reaction product. The product is: [CH3:1][N:2]1[C:6]2[C:11](=[CH:10][C:9]3[O:12][CH2:13][O:14][C:8]=3[CH:7]=2)[CH:15]([C:16]2[CH:21]=[CH:20][CH:19]=[CH:18][CH:17]=2)[NH:5][C:3]1=[O:4]. (2) Given the reactants [C:1]([O:5][C:6]([N:8]1[CH2:13][CH2:12][C:11](=O)[CH2:10][CH2:9]1)=[O:7])([CH3:4])([CH3:3])[CH3:2].[NH:15]1[CH2:18][CH2:17][CH2:16]1.C(O[BH-](OC(=O)C)OC(=O)C)(=O)C.[Na+], predict the reaction product. The product is: [C:1]([O:5][C:6]([N:8]1[CH2:13][CH2:12][CH:11]([N:15]2[CH2:18][CH2:17][CH2:16]2)[CH2:10][CH2:9]1)=[O:7])([CH3:4])([CH3:3])[CH3:2]. (3) Given the reactants [CH3:1][N:2]1[C:6]([CH3:7])=[C:5]([C:8](=[O:10])C)[CH:4]=[N:3]1.[Br:11]N1C(=O)CCC1=O, predict the reaction product. The product is: [Br:11][CH2:7][C:6]1[N:2]([CH3:1])[N:3]=[CH:4][C:5]=1[CH:8]=[O:10]. (4) The product is: [F:1][C:2]1[CH:27]=[CH:26][CH:25]=[CH:24][C:3]=1[O:4][C:5]1[N:10]=[CH:9][C:8]2[N:11]=[C:12]([C:14]3[CH:15]=[C:16]([CH3:23])[C:17]([OH:21])=[C:18]([CH3:20])[CH:19]=3)[O:13][C:7]=2[CH:6]=1. Given the reactants [F:1][C:2]1[CH:27]=[CH:26][CH:25]=[CH:24][C:3]=1[O:4][C:5]1[N:10]=[CH:9][C:8]2[N:11]=[C:12]([C:14]3[CH:19]=[C:18]([CH3:20])[C:17]([O:21]C)=[C:16]([CH3:23])[CH:15]=3)[O:13][C:7]=2[CH:6]=1.B(Br)(Br)Br.C(=O)(O)[O-].[Na+], predict the reaction product. (5) Given the reactants [Cl:1][C:2]1[CH:7]=[CH:6][CH:5]=[C:4]([F:8])[C:3]=1[NH:9][C:10]1[N:14]([CH3:15])[C:13]2[C:16]3[CH2:17][C:18]([CH3:28])([CH3:27])[O:19][C:20]=3[C:21]([C:23]([O:25]C)=O)=[CH:22][C:12]=2[N:11]=1.[F:29][C:30]1[CH:36]=[C:35]([CH3:37])[CH:34]=[CH:33][C:31]=1[NH2:32].C[Al](C)C, predict the reaction product. The product is: [Cl:1][C:2]1[CH:7]=[CH:6][CH:5]=[C:4]([F:8])[C:3]=1[NH:9][C:10]1[N:14]([CH3:15])[C:13]2[C:16]3[CH2:17][C:18]([CH3:28])([CH3:27])[O:19][C:20]=3[C:21]([C:23]([NH:32][C:31]3[CH:33]=[CH:34][C:35]([CH3:37])=[CH:36][C:30]=3[F:29])=[O:25])=[CH:22][C:12]=2[N:11]=1. (6) Given the reactants [H-].[Al+3].[Li+].[H-].[H-].[H-].FC1C=C(C=CC=1)C[O:12][C:13](=O)[C:14]1[C:15](=[CH:27][C:28]([O:31][CH2:32][C:33]2[CH:38]=[CH:37][CH:36]=[C:35]([F:39])[CH:34]=2)=[CH:29][CH:30]=1)[C:16](OCC1C=CC=C(F)C=1)=[O:17].O.S(=O)(=O)(O)O, predict the reaction product. The product is: [F:39][C:35]1[CH:34]=[C:33]([CH:38]=[CH:37][CH:36]=1)[CH2:32][O:31][C:28]1[CH:29]=[CH:30][C:14]([CH2:13][OH:12])=[C:15]([CH2:16][OH:17])[CH:27]=1. (7) The product is: [F:13][C:14]1[CH:23]=[CH:22][C:21]([F:24])=[CH:20][C:15]=1[C:16]1[S:19][C:2]([CH2:3][CH2:4][C:5]#[N:6])([C:7]2[CH:12]=[CH:11][CH:10]=[CH:9][CH:8]=2)[NH:18][N:17]=1. Given the reactants O=[C:2]([C:7]1[CH:12]=[CH:11][CH:10]=[CH:9][CH:8]=1)[CH2:3][CH2:4][C:5]#[N:6].[F:13][C:14]1[CH:23]=[CH:22][C:21]([F:24])=[CH:20][C:15]=1[C:16](=[S:19])[NH:17][NH2:18], predict the reaction product. (8) Given the reactants [C:1]1([CH3:18])[CH:6]=[CH:5][CH:4]=[C:3]([C:7]2[C:8](=[O:17])[NH:9][CH:10]=[CH:11][C:12]=2[C:13]([F:16])([F:15])[F:14])[CH:2]=1.[Cl:19][C:20]1[C:21](=[O:28])[N:22]([CH3:27])[N:23]=[CH:24][C:25]=1Cl.C(=O)([O-])[O-].[K+].[K+].Cl, predict the reaction product. The product is: [Cl:19][C:20]1[C:21](=[O:28])[N:22]([CH3:27])[N:23]=[CH:24][C:25]=1[N:9]1[CH:10]=[CH:11][C:12]([C:13]([F:15])([F:14])[F:16])=[C:7]([C:3]2[CH:2]=[C:1]([CH3:18])[CH:6]=[CH:5][CH:4]=2)[C:8]1=[O:17].